This data is from Forward reaction prediction with 1.9M reactions from USPTO patents (1976-2016). The task is: Predict the product of the given reaction. Given the reactants [F:1][C:2]1[CH:7]=[CH:6][CH:5]=[CH:4][C:3]=1[N:8]1[C:12]([C:13]2[CH:18]=[CH:17][N:16]=[CH:15][CH:14]=2)=[C:11]([C:19]2[O:23][N:22]=[C:21]([C:24]3[CH:31]=[CH:30][C:27]([CH:28]=O)=[CH:26][CH:25]=3)[N:20]=2)[N:10]=[N:9]1.[NH2:32][C@H:33]1[CH2:37][CH2:36][C@@H:35]([C:38]([OH:40])=[O:39])[CH2:34]1, predict the reaction product. The product is: [F:1][C:2]1[CH:7]=[CH:6][CH:5]=[CH:4][C:3]=1[N:8]1[C:12]([C:13]2[CH:14]=[CH:15][N:16]=[CH:17][CH:18]=2)=[C:11]([C:19]2[O:23][N:22]=[C:21]([C:24]3[CH:25]=[CH:26][C:27]([CH2:28][NH:32][C@@H:33]4[CH2:37][CH2:36][C@H:35]([C:38]([OH:40])=[O:39])[CH2:34]4)=[CH:30][CH:31]=3)[N:20]=2)[N:10]=[N:9]1.